The task is: Predict the reactants needed to synthesize the given product.. This data is from Full USPTO retrosynthesis dataset with 1.9M reactions from patents (1976-2016). (1) Given the product [Cl:1][C:2]1[CH:7]=[CH:6][C:5]([O:8][C:12]2[CH:19]=[CH:18][C:15]([C:16]#[N:17])=[CH:14][CH:13]=2)=[C:4]([O:9][CH3:10])[CH:3]=1, predict the reactants needed to synthesize it. The reactants are: [Cl:1][C:2]1[CH:7]=[CH:6][C:5]([OH:8])=[C:4]([O:9][CH3:10])[CH:3]=1.F[C:12]1[CH:19]=[CH:18][C:15]([C:16]#[N:17])=[CH:14][CH:13]=1. (2) Given the product [C:49]([O:48][C:46]([N:43]1[CH2:42][CH2:41][CH:40]([O:39][C:63]2[CH:64]=[CH:65][C:60]([C:59](=[O:22])[CH2:58][CH2:57][C:56]([O:55][CH2:53][CH3:54])=[O:68])=[CH:61][CH:62]=2)[CH2:45][CH2:44]1)=[O:47])([CH3:52])([CH3:51])[CH3:50], predict the reactants needed to synthesize it. The reactants are: C1(P(C2C=CC=CC=2)C2C=CC=CC=2)C=CC=CC=1.CC[O:22]C(/N=N/C(OCC)=O)=O.C1(C)C=CC=CC=1.[OH:39][CH:40]1[CH2:45][CH2:44][N:43]([C:46]([O:48][C:49]([CH3:52])([CH3:51])[CH3:50])=[O:47])[CH2:42][CH2:41]1.[CH2:53]([O:55][C:56](=[O:68])[C:57](=O)[CH2:58][CH2:59][C:60]1[CH:65]=[CH:64][C:63](O)=[CH:62][CH:61]=1)[CH3:54]. (3) Given the product [S:43]1[C:44]2[CH:45]=[CH:21][CH:22]=[CH:23][C:24]=2[C:25]([CH2:20][NH:19][C:14]2[N:13]=[C:12]([NH:11][C:5]3[CH:6]=[CH:7][CH:8]=[C:3]([OH:2])[CH:4]=3)[C:17]([F:18])=[CH:16][N:15]=2)=[CH:47]1, predict the reactants needed to synthesize it. The reactants are: C1CO[C:8]2[CH:7]=[CH:6][C:5]([NH:11][C:12]3[C:17]([F:18])=[CH:16][N:15]=[C:14]([NH:19][C:20]4[CH:25]=[CH:24][CH:23]=[C:22](O)[CH:21]=4)[N:13]=3)=[CH:4][C:3]=2[O:2]1.ClC1N=C(NC2C=CC=C(O)C=2)C(F)=CN=1.[S:43]1[C:47]2C=CC=CC=2[C:45](CN)=[CH:44]1. (4) The reactants are: [F:1][CH2:2][CH2:3][N:4]([C:6]1[CH:13]=[CH:12][C:9]([CH:10]=O)=[CH:8][CH:7]=1)[CH3:5].[O:14]1[C:18]([C:19]2[CH:24]=[CH:23][C:22]([NH:25][NH2:26])=[CH:21][CH:20]=2)=[CH:17][N:16]=[CH:15]1. Given the product [O:14]1[C:18]([C:19]2[CH:20]=[CH:21][C:22]([NH:25][N:26]=[CH:10][C:9]3[CH:12]=[CH:13][C:6]([N:4]([CH2:3][CH2:2][F:1])[CH3:5])=[CH:7][CH:8]=3)=[CH:23][CH:24]=2)=[CH:17][N:16]=[CH:15]1, predict the reactants needed to synthesize it. (5) Given the product [I:20][C:2]1[CH:3]=[CH:4][CH:5]=[CH:6][C:1]=1[C:7]1([C:11]([OH:13])=[O:12])[CH2:8][CH2:9][CH2:10]1, predict the reactants needed to synthesize it. The reactants are: [C:1]1([C:7]2([C:11]([OH:13])=[O:12])[CH2:10][CH2:9][CH2:8]2)[CH:6]=[CH:5][CH:4]=[CH:3][CH:2]=1.II.C(O[I:20](C1C=CC=CC=1)OC(=O)C)(=O)C. (6) Given the product [C:28]([C:27]1[CH:30]=[C:31]([C:2]2[CH:3]=[CH:4][C:5]3[N:11]4[CH2:12][C@H:8]([CH2:9][CH2:10]4)[N:7]([C:13]([NH:15][C:16]4[CH:21]=[N:20][CH:19]=[CH:18][N:17]=4)=[O:14])[C:6]=3[N:22]=2)[CH:32]=[N:33][C:26]=1[O:25][CH2:23][CH3:24])#[N:29], predict the reactants needed to synthesize it. The reactants are: Cl[C:2]1[CH:3]=[CH:4][C:5]2[N:11]3[CH2:12][C@H:8]([CH2:9][CH2:10]3)[N:7]([C:13]([NH:15][C:16]3[CH:21]=[N:20][CH:19]=[CH:18][N:17]=3)=[O:14])[C:6]=2[N:22]=1.[CH2:23]([O:25][C:26]1[N:33]=[CH:32][C:31](B2OC(C)(C)C(C)(C)O2)=[CH:30][C:27]=1[C:28]#[N:29])[CH3:24].[O-]P([O-])([O-])=O.[K+].[K+].[K+].CC(C1C=C(C(C)C)C(C2C=CC=CC=2P(C2CCCCC2)C2CCCCC2)=C(C(C)C)C=1)C. (7) Given the product [OH:19][CH2:3][C:4]1[CH:17]=[CH:16][C:7]([CH2:8][CH:9]2[NH:13][C:12](=[O:14])[NH:11][C:10]2=[O:15])=[CH:6][CH:5]=1, predict the reactants needed to synthesize it. The reactants are: Cl.N[CH2:3][C:4]1[CH:17]=[CH:16][C:7]([CH2:8][CH:9]2[NH:13][C:12](=[O:14])[NH:11][C:10]2=[O:15])=[CH:6][CH:5]=1.N([O-])=[O:19].[Na+].Cl.[OH-].[Na+].